From a dataset of Forward reaction prediction with 1.9M reactions from USPTO patents (1976-2016). Predict the product of the given reaction. (1) Given the reactants C(=O)(O)[O-].[Na+].[NH:6]([C:15]([O:17][C:18]([CH3:21])([CH3:20])[CH3:19])=[O:16])[C@H:7]([C:12]([OH:14])=[O:13])[CH2:8][CH2:9][CH2:10][NH2:11].Cl.N1(S([N:31]=[N+:32]=[N-])(=O)=O)C=CN=C1.S(=O)(=O)(O)[O-].[K+], predict the reaction product. The product is: [N:11]([CH2:10][CH2:9][CH2:8][C@H:7]([NH:6][C:15]([O:17][C:18]([CH3:21])([CH3:20])[CH3:19])=[O:16])[C:12]([OH:14])=[O:13])=[N+:31]=[N-:32]. (2) Given the reactants [Cl:1][C:2]1[CH:9]=[CH:8][CH:7]=[CH:6][C:3]=1[NH:4][CH3:5].O=[CH:11][C:12]([OH:14])=[O:13].[BH3-]C#N.[Na+].C(O)(=O)C, predict the reaction product. The product is: [Cl:1][C:2]1[CH:9]=[CH:8][CH:7]=[CH:6][C:3]=1[N:4]([CH3:5])[CH2:11][C:12]([OH:14])=[O:13]. (3) Given the reactants C[Al](C)C.[CH3:5][N:6]1[CH2:12][CH2:11][CH2:10][N:9]([C:13]2[N:18]=[CH:17][C:16]([C:19]([O:21]C)=O)=[CH:15][N:14]=2)[CH2:8][CH2:7]1.[CH3:23][O:24][C:25]1[CH:26]=[C:27]([CH2:33][CH2:34][C:35]2[CH:36]=[C:37]([NH2:40])[NH:38][N:39]=2)[CH:28]=[C:29]([O:31][CH3:32])[CH:30]=1, predict the reaction product. The product is: [CH3:32][O:31][C:29]1[CH:28]=[C:27]([CH2:33][CH2:34][C:35]2[CH:36]=[C:37]([NH:40][C:19]([C:16]3[CH:17]=[N:18][C:13]([N:9]4[CH2:10][CH2:11][CH2:12][N:6]([CH3:5])[CH2:7][CH2:8]4)=[N:14][CH:15]=3)=[O:21])[NH:38][N:39]=2)[CH:26]=[C:25]([O:24][CH3:23])[CH:30]=1. (4) Given the reactants [ClH:1].C(OCC)C.[CH3:7][N:8]([CH3:29])[C:9]1[N:10]=[C:11]([NH:25][CH2:26][CH2:27][CH3:28])[C:12]2[N:18]=[C:17]([NH:19][CH3:20])[N:16]=[C:15]([NH:21][CH2:22][CH2:23][CH3:24])[C:13]=2[N:14]=1, predict the reaction product. The product is: [ClH:1].[CH3:29][N:8]([CH3:7])[C:9]1[N:10]=[C:11]([NH:25][CH2:26][CH2:27][CH3:28])[C:12]2[N:18]=[C:17]([NH:19][CH3:20])[N:16]=[C:15]([NH:21][CH2:22][CH2:23][CH3:24])[C:13]=2[N:14]=1. (5) Given the reactants [CH3:1][C:2]1([NH:9][C:10](=[O:16])[O:11][C:12]([CH3:15])([CH3:14])[CH3:13])[CH2:7][CH2:6][C:5](=O)[CH2:4][CH2:3]1.CO.C([O-])=O.[NH4+:22], predict the reaction product. The product is: [NH2:22][CH:5]1[CH2:6][CH2:7][C:2]([NH:9][C:10](=[O:16])[O:11][C:12]([CH3:15])([CH3:14])[CH3:13])([CH3:1])[CH2:3][CH2:4]1. (6) Given the reactants [NH2:1][C:2]1[CH:10]=[C:9]2[C:5]([C:6]([CH3:14])([CH3:13])[C:7](=[O:12])[N:8]2[CH3:11])=[CH:4][C:3]=1[F:15].[C:16](O)(=[O:23])[C:17]1[CH:22]=[CH:21][CH:20]=[N:19][CH:18]=1, predict the reaction product. The product is: [F:15][C:3]1[CH:4]=[C:5]2[C:9](=[CH:10][C:2]=1[NH:1][C:16](=[O:23])[C:17]1[CH:22]=[CH:21][CH:20]=[N:19][CH:18]=1)[N:8]([CH3:11])[C:7](=[O:12])[C:6]2([CH3:13])[CH3:14]. (7) The product is: [C:1]([C:4]1[CH:9]=[CH:8][C:7]([NH:10][C:11](=[O:13])[CH3:12])=[CH:6][C:5]=1[O:14][CH2:17][CH:16]=[CH2:15])(=[O:3])[CH3:2]. Given the reactants [C:1]([C:4]1[CH:9]=[CH:8][C:7]([NH:10][C:11](=[O:13])[CH3:12])=[CH:6][C:5]=1[OH:14])(=[O:3])[CH3:2].[CH2:15](Br)[CH:16]=[CH2:17].C(=O)([O-])[O-].[K+].[K+].O, predict the reaction product.